From a dataset of Forward reaction prediction with 1.9M reactions from USPTO patents (1976-2016). Predict the product of the given reaction. (1) The product is: [N:3]1[CH:4]=[CH:5][CH:6]=[CH:7][C:2]=1[CH2:1][C:10](=[O:12])[CH3:11]. Given the reactants [CH3:1][C:2]1[CH:7]=[CH:6][CH:5]=[CH:4][N:3]=1.CN(C)[C:10](=[O:12])[CH3:11].C([Li])CCC, predict the reaction product. (2) Given the reactants [C:1]([Si:5]([CH3:8])([CH3:7])Cl)([CH3:4])([CH3:3])[CH3:2].[OH:9][C@@H:10]1[C:15](=[O:16])[CH:14]=[CH:13][C@@H:12]([O:17][CH2:18][C:19]2[CH:24]=[CH:23][C:22]([O:25][CH3:26])=[CH:21][CH:20]=2)[CH2:11]1.N1C=CN=C1, predict the reaction product. The product is: [Si:5]([O:9][C@@H:10]1[C:15](=[O:16])[CH:14]=[CH:13][C@@H:12]([O:17][CH2:18][C:19]2[CH:20]=[CH:21][C:22]([O:25][CH3:26])=[CH:23][CH:24]=2)[CH2:11]1)([C:1]([CH3:4])([CH3:3])[CH3:2])([CH3:8])[CH3:7]. (3) Given the reactants [Cl:1][C:2]1[C:7]([Cl:8])=[CH:6][CH:5]=[CH:4][C:3]=1[S:9]([NH:12][C:13]1[C:18](Cl)=[N:17][C:16]([Cl:20])=[CH:15][N:14]=1)(=[O:11])=[O:10].[CH2:21]([OH:24])[CH:22]=[CH2:23], predict the reaction product. The product is: [CH2:21]([O:24][C:18]1[C:13]([NH:12][S:9]([C:3]2[CH:4]=[CH:5][CH:6]=[C:7]([Cl:8])[C:2]=2[Cl:1])(=[O:11])=[O:10])=[N:14][CH:15]=[C:16]([Cl:20])[N:17]=1)[CH:22]=[CH2:23]. (4) Given the reactants [CH3:1][C:2]1[CH:3]=[C:4]([C:11]2[CH:16]=[CH:15][CH:14]=[CH:13][CH:12]=2)[CH:5]=[C:6]([N+:8]([O-])=O)[CH:7]=1.ClCCl, predict the reaction product. The product is: [CH3:1][C:2]1[CH:7]=[C:6]([NH2:8])[CH:5]=[C:4]([C:11]2[CH:16]=[CH:15][CH:14]=[CH:13][CH:12]=2)[CH:3]=1. (5) Given the reactants N[C@H](C(O)=O)CC1C=CC=CC=1.[NH:13]([N:25]=[N+:26]=[N-:27])[C@H:14]([C:22]([OH:24])=[O:23])[CH2:15][C:16]1[CH:21]=[CH:20][CH:19]=[CH:18][CH:17]=1.C1C=CC2N(O)N=NC=2C=1.C1CCC(N=C=NC2CCCCC2)CC1.[CH2:53]([NH2:60])[C:54]1[CH:59]=[CH:58][CH:57]=[CH:56][CH:55]=1, predict the reaction product. The product is: [NH:13]([N:25]=[N+:26]=[N-:27])[C@H:14]([C:22]([OH:24])=[O:23])[CH2:15][C:16]1[CH:21]=[CH:20][CH:19]=[CH:18][CH:17]=1.[N:13]([C@@H:14]([CH2:15][C:16]1[CH:17]=[CH:18][CH:19]=[CH:20][CH:21]=1)[C:22]([NH:60][CH2:53][C:54]1[CH:59]=[CH:58][CH:57]=[CH:56][CH:55]=1)=[O:24])=[N+:25]=[N-:26]. (6) Given the reactants [C:1]([OH:12])(=O)/[CH:2]=[CH:3]/[CH2:4][CH2:5][CH2:6][CH2:7][CH2:8][CH2:9][CH3:10].[NH:13]1[CH2:18][CH2:17][CH2:16][CH2:15][CH2:14]1, predict the reaction product. The product is: [C:1]([N:13]1[CH2:18][CH2:17][CH2:16][CH2:15][CH2:14]1)(=[O:12])/[CH:2]=[CH:3]/[CH2:4][CH2:5][CH2:6][CH2:7][CH2:8][CH2:9][CH3:10]. (7) Given the reactants [CH3:1][O:2][C:3]1[CH:4]=[C:5]([C:11]2[C:19]3[C:14](=[CH:15][CH:16]=[C:17]([C:20]#[N:21])[CH:18]=3)[NH:13][N:12]=2)[CH:6]=[CH:7][C:8]=1[O:9][CH3:10].C([Sn]([N:35]=[N+:36]=[N-:37])(CCCC)CCCC)CCC.[OH-].[Na+], predict the reaction product. The product is: [N:21]1[NH:35][N:36]=[N:37][C:20]=1[C:17]1[CH:18]=[C:19]2[C:14](=[CH:15][CH:16]=1)[NH:13][N:12]=[C:11]2[C:5]1[CH:6]=[CH:7][C:8]([O:9][CH3:10])=[C:3]([O:2][CH3:1])[CH:4]=1.